From a dataset of Experimentally validated miRNA-target interactions with 360,000+ pairs, plus equal number of negative samples. Binary Classification. Given a miRNA mature sequence and a target amino acid sequence, predict their likelihood of interaction. The miRNA is mmu-miR-743a-3p with sequence GAAAGACACCAAGCUGAGUAGA. The protein sequence of the target gene is MANPKLLGMGLSEAEAIGADSARFEELLLQASKELQQAQTTRPESTQIQPQPGFCIKTNSSEGKVFINICHSPSIPPPADVTEEELLQMLEEDQAGFRIPMSLGEPHAELDAKGQGCTAYDVAVNSDFYRRMQNSDFLRELVITIAREGLEDKYNLQLNPEWRMMKNRPFMGSISQQNIRSEQRPRIQELGDLYTPAPGRAESGPEKPHLNLWLEAPDLLLAEVDLPKLDGALGLSLEIGENRLVMGGPQQLYHLDAYIPLQINSHESKAAFHRKRKQLMVAMPLLPVPS. Result: 0 (no interaction).